From a dataset of Reaction yield outcomes from USPTO patents with 853,638 reactions. Predict the reaction yield, written as a fraction of the theoretical maximum amount of product (1.0 means a 100% yield; for example, 0.34 means a 34% yield). (1) The reactants are [O:1]=[C:2]1[C:7]([CH2:8][C:9]2[CH:14]=[CH:13][C:12]([C:15]3[C:16]([C:21]#[N:22])=[CH:17][CH:18]=[CH:19][CH:20]=3)=[CH:11][CH:10]=2)=[C:6]([CH2:23][CH2:24][CH3:25])[N:5]2[N:26]=[CH:27][CH:28]=[C:4]2[N:3]1[C@H:29]1[CH2:34][CH2:33][C@H:32]([O:35][CH2:36][C:37](=[O:39])[CH3:38])[CH2:31][CH2:30]1.[CH2:40]([Si:42](Cl)([CH2:45][CH3:46])[CH2:43][CH3:44])[CH3:41].[CH3:48][Si](C)(C)[N-][Si](C)(C)C.[Li+].C(OCC)(=O)C. The catalyst is O1CCCC1. The product is [CH3:38][C:37]1([O:39][Si:42]([CH2:45][CH3:46])([CH2:43][CH3:44])[CH2:40][CH3:41])[CH2:48][CH:36]1[O:35][C@H:32]1[CH2:31][CH2:30][C@H:29]([N:3]2[C:2](=[O:1])[C:7]([CH2:8][C:9]3[CH:10]=[CH:11][C:12]([C:15]4[C:16]([C:21]#[N:22])=[CH:17][CH:18]=[CH:19][CH:20]=4)=[CH:13][CH:14]=3)=[C:6]([CH2:23][CH2:24][CH3:25])[N:5]3[N:26]=[CH:27][CH:28]=[C:4]23)[CH2:34][CH2:33]1. The yield is 0.310. (2) The reactants are [CH3:1][N:2]1[C:6]([C:7]([NH2:9])=O)=[CH:5][C:4]([CH3:10])=[N:3]1.P(Cl)(Cl)(Cl)=O.Cl. The catalyst is N1C=CC=CC=1. The product is [CH3:1][N:2]1[C:6]([C:7]#[N:9])=[CH:5][C:4]([CH3:10])=[N:3]1. The yield is 0.860. (3) The reactants are [C:1]1(B(O)O)[CH:6]=[CH:5][CH:4]=[CH:3][CH:2]=1.[Cl:10][C:11]1[CH:12]=[C:13]([CH2:19][C:20]([O:22][CH3:23])=[O:21])[CH:14]=[C:15]([Cl:18])[C:16]=1[OH:17].N1C=CC=CC=1.C(N(CC)CC)C. The product is [Cl:10][C:11]1[CH:12]=[C:13]([CH2:19][C:20]([O:22][CH3:23])=[O:21])[CH:14]=[C:15]([Cl:18])[C:16]=1[O:17][C:1]1[CH:6]=[CH:5][CH:4]=[CH:3][CH:2]=1. The yield is 0.370. The catalyst is C([O-])(=O)C.[Cu+2].C([O-])(=O)C.ClCCl. (4) The reactants are C([O-])([O-])=O.[K+].[K+].C[Si]([C:11]#[C:12][C:13]1[CH:18]=[CH:17][C:16]([CH2:19][C:20]([O:22][CH2:23]C)=[O:21])=[CH:15][CH:14]=1)(C)C.O. The catalyst is CO. The product is [C:12]([C:13]1[CH:18]=[CH:17][C:16]([CH2:19][C:20]([O:22][CH3:23])=[O:21])=[CH:15][CH:14]=1)#[CH:11]. The yield is 0.938. (5) The reactants are [F:1][C:2]1[CH:3]=[C:4]([C@H:9]2[CH2:14][C@@H:13]([CH2:15][F:16])[CH2:12][CH2:11][N:10]2C(OCC2C=CC=CC=2)=O)[CH:5]=[CH:6][C:7]=1[F:8].[H][H]. The catalyst is [Pd].C(OCC)(=O)C. The product is [F:1][C:2]1[CH:3]=[C:4]([C@H:9]2[CH2:14][C@@H:13]([CH2:15][F:16])[CH2:12][CH2:11][NH:10]2)[CH:5]=[CH:6][C:7]=1[F:8]. The yield is 0.730.